This data is from Full USPTO retrosynthesis dataset with 1.9M reactions from patents (1976-2016). The task is: Predict the reactants needed to synthesize the given product. (1) Given the product [F:12][C:13]1[CH:20]=[CH:19][CH:18]=[C:17]([O:7][CH2:6][C:5]2[CH:8]=[CH:9][CH:10]=[CH:11][C:4]=2[I:3])[C:14]=1[C:15]#[N:16], predict the reactants needed to synthesize it. The reactants are: [H-].[Na+].[I:3][C:4]1[CH:11]=[CH:10][CH:9]=[CH:8][C:5]=1[CH2:6][OH:7].[F:12][C:13]1[CH:20]=[CH:19][CH:18]=[C:17](F)[C:14]=1[C:15]#[N:16]. (2) Given the product [CH3:36][N:32]1[C:31]2[C:37]([CH3:39])=[CH:38][C:28]([C:26]([C:22]3[N:23]=[CH:24][N:25]=[C:20]([N:1]4[CH2:2][CH2:3][CH:4]([N:7]5[CH2:13][CH2:12][C:11]6[CH:14]=[CH:15][CH:16]=[CH:17][C:10]=6[NH:9][C:8]5=[O:18])[CH2:5][CH2:6]4)[CH:21]=3)=[O:27])=[CH:29][C:30]=2[O:34][C:33]1=[O:35], predict the reactants needed to synthesize it. The reactants are: [NH:1]1[CH2:6][CH2:5][CH:4]([N:7]2[CH2:13][CH2:12][C:11]3[CH:14]=[CH:15][CH:16]=[CH:17][C:10]=3[NH:9][C:8]2=[O:18])[CH2:3][CH2:2]1.Cl[C:20]1[N:25]=[CH:24][N:23]=[C:22]([C:26]([C:28]2[CH:38]=[C:37]([CH3:39])[C:31]3[N:32]([CH3:36])[C:33](=[O:35])[O:34][C:30]=3[CH:29]=2)=[O:27])[CH:21]=1.CCN(C(C)C)C(C)C. (3) Given the product [O:26]1[C:18]2[C:19](=[N:20][CH:21]=[CH:22][C:17]=2[NH:16][C:15]([C:11]2([OH:14])[CH2:12][CH2:13][CH:8]([NH2:7])[CH2:9][CH2:10]2)=[O:27])[O:23][CH2:24][CH2:25]1, predict the reactants needed to synthesize it. The reactants are: C(OC(=O)[NH:7][CH:8]1[CH2:13][CH2:12][C:11]([C:15](=[O:27])[NH:16][C:17]2[CH:22]=[CH:21][N:20]=[C:19]3[O:23][CH2:24][CH2:25][O:26][C:18]=23)([OH:14])[CH2:10][CH2:9]1)(C)(C)C.CO. (4) Given the product [C:13]1([N:3]2[C:7]3=[N:8][CH:9]=[CH:10][CH:11]=[C:6]3[CH:5]=[CH:4]2)[C:22]2[C:17](=[CH:18][CH:19]=[CH:20][CH:21]=2)[CH:16]=[CH:15][N:14]=1, predict the reactants needed to synthesize it. The reactants are: [H-].[Na+].[NH:3]1[C:7]2=[N:8][CH:9]=[CH:10][CH:11]=[C:6]2[CH:5]=[CH:4]1.Cl[C:13]1[C:22]2[C:17](=[CH:18][CH:19]=[CH:20][CH:21]=2)[CH:16]=[CH:15][N:14]=1. (5) Given the product [N+:19]([C:15]1[CH:14]=[C:13]([OH:12])[CH:18]=[CH:17][CH:16]=1)([O-:21])=[O:20], predict the reactants needed to synthesize it. The reactants are: ClC1N=C([O:12][C:13]2[CH:18]=[CH:17][CH:16]=[C:15]([N+:19]([O-:21])=[O:20])[CH:14]=2)C2C(=CC=CC=2)N=1.C(=O)([O-])[O-].[K+].[K+]. (6) Given the product [C:12]([C:14]1[S:18][C:17](=[N:19][C:20](=[O:31])[C:21]2[CH:26]=[CH:25][CH:24]=[C:23]([C:27]([F:29])([F:30])[F:28])[CH:22]=2)[N:16]([CH2:32][CH:33]2[CH2:34][CH2:35]2)[C:15]=1[CH3:36])([OH:13])=[O:11], predict the reactants needed to synthesize it. The reactants are: O1CCCC1.C(O)C.C([O:11][C:12]([C:14]1[S:18][C:17](=[N:19][C:20](=[O:31])[C:21]2[CH:26]=[CH:25][CH:24]=[C:23]([C:27]([F:30])([F:29])[F:28])[CH:22]=2)[N:16]([CH2:32][CH:33]2[CH2:35][CH2:34]2)[C:15]=1[CH3:36])=[O:13])C.[OH-].[Na+].Cl.